Predict which catalyst facilitates the given reaction. From a dataset of Catalyst prediction with 721,799 reactions and 888 catalyst types from USPTO. Reactant: Br[C:2]1[CH:3]=[C:4]([CH:30]=[C:31]([CH2:33][O:34][CH3:35])[CH:32]=1)[O:5][CH2:6][CH2:7][CH2:8][CH2:9][CH2:10][CH2:11][C:12]1[C:13]([CH2:25][CH2:26][C:27]([OH:29])=[O:28])=[C:14]([CH:22]=[CH:23][CH:24]=1)[O:15][CH2:16][CH2:17][CH2:18][C:19]([OH:21])=[O:20].[N:36]1[CH:41]=[C:40](B(O)O)[CH:39]=[N:38][CH:37]=1.C(=O)([O-])[O-].[Cs+].[Cs+]. Product: [C:27]([CH2:26][CH2:25][C:13]1[C:12]([CH2:11][CH2:10][CH2:9][CH2:8][CH2:7][CH2:6][O:5][C:4]2[CH:3]=[C:2]([C:40]3[CH:41]=[N:36][CH:37]=[N:38][CH:39]=3)[CH:32]=[C:31]([CH2:33][O:34][CH3:35])[CH:30]=2)=[CH:24][CH:23]=[CH:22][C:14]=1[O:15][CH2:16][CH2:17][CH2:18][C:19]([OH:21])=[O:20])([OH:29])=[O:28]. The catalyst class is: 140.